Dataset: Forward reaction prediction with 1.9M reactions from USPTO patents (1976-2016). Task: Predict the product of the given reaction. (1) Given the reactants [C:1]1([C:7]2([C:10]#[N:11])[CH2:9][CH2:8]2)[CH:6]=[CH:5][CH:4]=[CH:3][CH:2]=1.[H-].[Al+3].[Li+].[H-].[H-].[H-], predict the reaction product. The product is: [C:1]1([C:7]2([CH2:10][NH2:11])[CH2:8][CH2:9]2)[CH:6]=[CH:5][CH:4]=[CH:3][CH:2]=1. (2) The product is: [ClH:35].[NH:15]1[CH2:16][CH2:17][CH:18]([S:21][C:22]2[CH:23]=[C:24]3[C:29](=[CH:30][C:31]=2[CH2:32][CH2:33][CH3:34])[CH:28]=[N:27][CH:26]=[CH:25]3)[CH2:19][CH2:20]1. Given the reactants FC(F)(F)C(O)=O.C(OC([N:15]1[CH2:20][CH2:19][CH:18]([S:21][C:22]2[CH:23]=[C:24]3[C:29](=[CH:30][C:31]=2[CH2:32][CH2:33][CH3:34])[CH:28]=[N:27][CH:26]=[CH:25]3)[CH2:17][CH2:16]1)=O)(C)(C)C.[ClH:35], predict the reaction product. (3) The product is: [Cl:48][CH2:47][CH2:46][CH2:45][N:1]1[C:9]2[C:4](=[CH:5][CH:6]=[CH:7][CH:8]=2)[C:3]2([C:13]3=[CH:14][C:15]4[O:19][CH2:18][O:17][C:16]=4[CH:20]=[C:12]3[O:11][CH2:10]2)[C:2]1=[O:21]. Given the reactants [NH:1]1[C:9]2[C:4](=[CH:5][CH:6]=[CH:7][CH:8]=2)[C:3]2([C:13]3=[CH:14][C:15]4[O:19][CH2:18][O:17][C:16]=4[CH:20]=[C:12]3[O:11][CH2:10]2)[C:2]1=[O:21].BrC1C=CC=C2C=1C1(C3=CC4OCOC=4C=C3OC1)C(=O)N2.Br[CH2:45][CH2:46][CH2:47][Cl:48].BrCC1OC(C(F)(F)F)=CC=1, predict the reaction product. (4) The product is: [F:1][C:2]1[CH:3]=[CH:4][C:5]([C:8]2[C:17]([N:18]([CH3:31])[CH2:19][C:20]([F:21])([F:23])[F:22])=[N:16][C:15]3[C:10](=[CH:11][CH:12]=[C:13]([C:24]([OH:26])=[O:25])[CH:14]=3)[N:9]=2)=[CH:6][CH:7]=1. Given the reactants [F:1][C:2]1[CH:7]=[CH:6][C:5]([C:8]2[C:17]([NH:18][CH2:19][C:20]([F:23])([F:22])[F:21])=[N:16][C:15]3[C:10](=[CH:11][CH:12]=[C:13]([C:24]([O:26]C)=[O:25])[CH:14]=3)[N:9]=2)=[CH:4][CH:3]=1.[H-].[Na+].I[CH3:31].Cl, predict the reaction product. (5) Given the reactants [CH3:1][C:2]1[S:9][C:8]2[CH:7]=[C:6]([C:10](O)=[O:11])[NH:5][C:4]=2[C:3]=1[N:13]([CH3:22])[S:14]([C:17]1[S:18][CH:19]=[CH:20][CH:21]=1)(=[O:16])=[O:15].[NH2:23][CH2:24][C:25]1([S:38][CH2:39][C:40]2[CH:45]=[CH:44][CH:43]=[CH:42][CH:41]=2)[CH2:30][CH2:29][N:28](C(OC(C)(C)C)=O)[CH2:27][CH2:26]1.N1(O)C2C=CC=CC=2N=N1.Cl.CN(C)CCCN=C=NCC.C(=O)([O-])O.[Na+].C1(P(=O)(C2C=CC=CC=2)C2C=CC=CC=2)C=CC=CC=1.FC(F)(F)S(OS(C(F)(F)F)(=O)=O)(=O)=O, predict the reaction product. The product is: [CH2:39]([S:38][C:25]1([CH2:24][NH:23][C:10]([C:6]2[NH:5][C:4]3[C:3]([N:13]([CH3:22])[S:14]([C:17]4[S:18][CH:19]=[CH:20][CH:21]=4)(=[O:16])=[O:15])=[C:2]([CH3:1])[S:9][C:8]=3[CH:7]=2)=[O:11])[CH2:30][CH2:29][NH:28][CH2:27][CH2:26]1)[C:40]1[CH:41]=[CH:42][CH:43]=[CH:44][CH:45]=1. (6) Given the reactants [OH:1][C:2]1[C:11]2[C:6](=[C:7]([CH:12]3[CH2:14][CH2:13]3)[CH:8]=[CH:9][CH:10]=2)[N:5]=[C:4]([C:15]([O:17][CH3:18])=[O:16])[CH:3]=1.C([O-])([O-])=O.[K+].[K+].[CH2:25](I)[CH3:26], predict the reaction product. The product is: [CH2:25]([O:1][C:2]1[C:11]2[C:6](=[C:7]([CH:12]3[CH2:14][CH2:13]3)[CH:8]=[CH:9][CH:10]=2)[N:5]=[C:4]([C:15]([O:17][CH3:18])=[O:16])[CH:3]=1)[CH3:26]. (7) Given the reactants [F:1][C:2]1[C:7]([CH:8]=O)=[C:6]([OH:10])[C:5]([O:11][CH3:12])=[CH:4][CH:3]=1.CCCCCCC.[C:20](OCC)(=[O:22])[CH3:21], predict the reaction product. The product is: [F:1][C:2]1[C:7]([CH2:8][CH2:21][CH2:20][OH:22])=[C:6]([OH:10])[C:5]([O:11][CH3:12])=[CH:4][CH:3]=1. (8) Given the reactants [N:1]1([CH2:5][CH2:6][C:7]2[N:11]([CH3:12])[N:10]=[N:9][C:8]=2[CH2:13][OH:14])[CH2:4][CH2:3][CH2:2]1.Cl[C:16]1[C:25]2[C:20](=[CH:21][CH:22]=[CH:23][CH:24]=2)[C:19]2=[N:26][N:27]=[C:28]([C:29]3[CH:33]=[C:32]([CH3:34])[O:31][N:30]=3)[N:18]2[N:17]=1, predict the reaction product. The product is: [N:1]1([CH2:5][CH2:6][C:7]2[N:11]([CH3:12])[N:10]=[N:9][C:8]=2[CH2:13][O:14][C:16]2[C:25]3[C:20](=[CH:21][CH:22]=[CH:23][CH:24]=3)[C:19]3=[N:26][N:27]=[C:28]([C:29]4[CH:33]=[C:32]([CH3:34])[O:31][N:30]=4)[N:18]3[N:17]=2)[CH2:2][CH2:3][CH2:4]1. (9) Given the reactants [CH3:1][C:2]1[C:10]([C:11]2[CH:12]=[N:13][N:14]([CH3:16])[CH:15]=2)=[CH:9][CH:8]=[C:7]2[C:3]=1[CH2:4][CH2:5][NH:6]2.Br[C:18]1[C:22]2[CH2:23][N:24]([C:27](=[O:29])[CH3:28])[CH2:25][CH2:26][C:21]=2[N:20]([CH:30]2[CH2:34][CH2:33][O:32][CH2:31]2)[N:19]=1.COC(C)(C)C.C1(P(C2CCCCC2)C2C=CC=CC=2C2C(OC(C)C)=CC=CC=2OC(C)C)CCCCC1.C(O[Na])(C)(C)C, predict the reaction product. The product is: [CH3:1][C:2]1[C:10]([C:11]2[CH:12]=[N:13][N:14]([CH3:16])[CH:15]=2)=[CH:9][CH:8]=[C:7]2[C:3]=1[CH2:4][CH2:5][N:6]2[C:18]1[C:22]2[CH2:23][N:24]([C:27](=[O:29])[CH3:28])[CH2:25][CH2:26][C:21]=2[N:20]([CH:30]2[CH2:34][CH2:33][O:32][CH2:31]2)[N:19]=1.